Dataset: Forward reaction prediction with 1.9M reactions from USPTO patents (1976-2016). Task: Predict the product of the given reaction. (1) The product is: [NH2:72][C:70](=[O:71])[C:69]([CH3:74])([CH3:73])[CH2:68][NH:67][C:54](=[O:56])[O:52][C:43]1[CH:44]=[C:45]([CH2:47][CH2:48][CH2:49][O:50][CH3:51])[CH:46]=[C:41]([CH2:40][N:7]([C:8](=[O:39])[CH:9]([CH2:19][C:20]2[CH:25]=[CH:24][C:23]([O:26][CH2:27][CH2:28][O:29][C:30]3[C:35]([Cl:36])=[CH:34][C:33]([CH3:37])=[CH:32][C:31]=3[Cl:38])=[CH:22][CH:21]=2)[CH2:10][NH:11][C:12]([O:13][C:14]([CH3:17])([CH3:15])[CH3:16])=[O:18])[CH:4]2[CH2:5][CH2:6]2)[CH:42]=1. Given the reactants C1([C:4]2([N:7]([CH2:40][C:41]3[CH:46]=[C:45]([CH2:47][CH2:48][CH2:49][O:50][CH3:51])[CH:44]=[C:43]([OH:52])[CH:42]=3)[C:8](=[O:39])[CH:9]([CH2:19][C:20]3[CH:25]=[CH:24][C:23]([O:26][CH2:27][CH2:28][O:29][C:30]4[C:35]([Cl:36])=[CH:34][C:33]([CH3:37])=[CH:32][C:31]=4[Cl:38])=[CH:22][CH:21]=3)[CH2:10][NH:11][C:12](=[O:18])[O:13][C:14]([CH3:17])([CH3:16])[CH3:15])[CH2:6][CH2:5]2)CC1.Cl[C:54](Cl)([O:56]C(=O)OC(Cl)(Cl)Cl)Cl.[OH-].[Na+].[NH2:67][CH2:68][C:69]([CH3:74])([CH3:73])[C:70]([NH2:72])=[O:71], predict the reaction product. (2) Given the reactants [NH2:1][C@@:2]1([CH2:34][CH2:35][CH:36]([CH3:38])[CH3:37])[C:11]2[C:6](=[CH:7][CH:8]=[CH:9][CH:10]=2)[C:5]([OH:12])=[C:4]([C:13]2[NH:18][C:17]3[CH:19]=[CH:20][C:21]([NH:23]C(=O)OC(C)(C)C)=[CH:22][C:16]=3[S:15](=[O:32])(=[O:31])[N:14]=2)[C:3]1=[O:33].[CH:39](=O)[C:40]1[CH:45]=[CH:44][CH:43]=[CH:42][CH:41]=1.C(O)(=O)C.C(O[BH-](OC(=O)C)OC(=O)C)(=O)C.[Na+].C([O-])(O)=O.[Na+].N1C=CC=CC=1.[CH3:76][S:77](Cl)(=[O:79])=[O:78], predict the reaction product. The product is: [CH2:39]([NH:1][C@@:2]1([CH2:34][CH2:35][CH:36]([CH3:37])[CH3:38])[C:11]2[C:6](=[CH:7][CH:8]=[CH:9][CH:10]=2)[C:5]([OH:12])=[C:4]([C:13]2[NH:18][C:17]3[CH:19]=[CH:20][C:21]([NH:23][S:77]([CH3:76])(=[O:79])=[O:78])=[CH:22][C:16]=3[S:15](=[O:32])(=[O:31])[N:14]=2)[C:3]1=[O:33])[C:40]1[CH:45]=[CH:44][CH:43]=[CH:42][CH:41]=1. (3) Given the reactants [H-].[Al+3].[Li+].[H-].[H-].[H-].[Cl-].[Al+3].[Cl-].[Cl-].[CH2:11]([N:18]1[C:24](=O)[CH:23]([OH:26])[CH:22]([C:27]2[CH:32]=[CH:31][C:30]([Cl:33])=[C:29]([Cl:34])[CH:28]=2)[O:21][CH2:20][CH2:19]1)[C:12]1[CH:17]=[CH:16][CH:15]=[CH:14][CH:13]=1.[C@H](O)(C([O-])=O)[C@@H](O)C([O-])=O.[Na+].[K+], predict the reaction product. The product is: [CH2:11]([N:18]1[CH2:24][CH:23]([OH:26])[CH:22]([C:27]2[CH:32]=[CH:31][C:30]([Cl:33])=[C:29]([Cl:34])[CH:28]=2)[O:21][CH2:20][CH2:19]1)[C:12]1[CH:13]=[CH:14][CH:15]=[CH:16][CH:17]=1. (4) Given the reactants [Br:1][C:2]1[C:10]2[C:5](=[N:6][CH:7]=[C:8]([C:12]#[N:13])[C:9]=2Br)[S:4][CH:3]=1.[NH2:14][C:15]1[CH:16]=[C:17]2[C:21](=[CH:22][CH:23]=1)[NH:20][CH:19]=[CH:18]2, predict the reaction product. The product is: [BrH:1].[Br:1][C:2]1[C:10]2[C:5](=[N:6][CH:7]=[C:8]([C:12]#[N:13])[C:9]=2[NH:14][C:15]2[CH:16]=[C:17]3[C:21](=[CH:22][CH:23]=2)[NH:20][CH:19]=[CH:18]3)[S:4][CH:3]=1. (5) The product is: [Cl:18][C:15]1[CH:14]=[CH:13][C:12]([C:9]2[N:8]([C:19]3[CH:24]=[CH:23][C:22]([Cl:25])=[CH:21][C:20]=3[Cl:26])[N:7]=[C:6]([C:4]([OH:5])=[O:3])[C:10]=2[CH3:11])=[CH:17][CH:16]=1. Given the reactants C([O:3][C:4]([C:6]1[C:10]([CH3:11])=[C:9]([C:12]2[CH:17]=[CH:16][C:15]([Cl:18])=[CH:14][CH:13]=2)[N:8]([C:19]2[CH:24]=[CH:23][C:22]([Cl:25])=[CH:21][C:20]=2[Cl:26])[N:7]=1)=[O:5])C.[OH-].[K+].Cl, predict the reaction product. (6) Given the reactants [N+:1]([C:4]1[CH:9]=[CH:8][C:7]([N:10]2[CH2:14][CH2:13][CH2:12][CH2:11]2)=[CH:6][N:5]=1)([O-])=O, predict the reaction product. The product is: [N:10]1([C:7]2[CH:8]=[CH:9][C:4]([NH2:1])=[N:5][CH:6]=2)[CH2:14][CH2:13][CH2:12][CH2:11]1. (7) Given the reactants [CH:1]1([C:4]2([C:9]3[CH:10]=[C:11]([CH2:14][OH:15])[S:12][CH:13]=3)[CH2:8][CH2:7][CH2:6][O:5]2)[CH2:3][CH2:2]1, predict the reaction product. The product is: [CH:1]1([C:4]2([C:9]3[CH:10]=[C:11]([CH:14]=[O:15])[S:12][CH:13]=3)[CH2:8][CH2:7][CH2:6][O:5]2)[CH2:2][CH2:3]1.